Dataset: Full USPTO retrosynthesis dataset with 1.9M reactions from patents (1976-2016). Task: Predict the reactants needed to synthesize the given product. Given the product [Cl:8][C:6]1[N:5]=[C:4]([C:9]2[CH:14]=[CH:13][C:12]([N+:15]([O-:17])=[O:16])=[CH:11][CH:10]=2)[N:3]=[C:2]([N:19]2[C@@H:23]([CH2:24][OH:25])[CH2:22][CH2:21][C@H:20]2[CH2:26][OH:27])[N:7]=1, predict the reactants needed to synthesize it. The reactants are: Cl[C:2]1[N:7]=[C:6]([Cl:8])[N:5]=[C:4]([C:9]2[CH:14]=[CH:13][C:12]([N+:15]([O-:17])=[O:16])=[CH:11][CH:10]=2)[N:3]=1.Cl.[NH:19]1[C@@H:23]([CH2:24][OH:25])[CH2:22][CH2:21][C@H:20]1[CH2:26][OH:27].C(=O)([O-])O.[Na+].